Dataset: Catalyst prediction with 721,799 reactions and 888 catalyst types from USPTO. Task: Predict which catalyst facilitates the given reaction. (1) Product: [Cl:1][C:2]1[CH:3]=[CH:4][C:5]([C:25]#[N:26])=[C:6]([C:8]2[C:13]([O:14][CH3:15])=[CH:12][N:11]([C:16](=[CH:27][C:28]3([CH3:31])[CH2:30][CH2:29]3)[C:17]([O:19][C:20]([CH3:21])([CH3:22])[CH3:23])=[O:18])[C:10](=[O:24])[CH:9]=2)[CH:7]=1. The catalyst class is: 1. Reactant: [Cl:1][C:2]1[CH:3]=[CH:4][C:5]([C:25]#[N:26])=[C:6]([C:8]2[C:13]([O:14][CH3:15])=[CH:12][N:11]([CH2:16][C:17]([O:19][C:20]([CH3:23])([CH3:22])[CH3:21])=[O:18])[C:10](=[O:24])[CH:9]=2)[CH:7]=1.[CH3:27][C:28]1([CH:31]=O)[CH2:30][CH2:29]1. (2) Product: [C:24]([NH2:23])(=[O:33])[C:25]1[CH:30]=[CH:29][CH:28]=[CH:27][CH:26]=1. The catalyst class is: 25. Reactant: O[C@@H](C(C)C)C(O)=O.O1B([C@@H](NC(=O)C[NH:23][C:24](=[O:33])[C:25]2[CH:30]=[C:29](Cl)[CH:28]=[CH:27][C:26]=2Cl)CC(C)C)OB([C@@H](NC(=O)C[NH:23][C:24](=[O:33])[C:25]2[CH:30]=[C:29](Cl)[CH:28]=[CH:27][C:26]=2Cl)CC(C)C)OB1[C@@H](NC(=O)C[NH:23][C:24](=[O:33])[C:25]1[CH:30]=[C:29](Cl)[CH:28]=[CH:27][C:26]=1Cl)CC(C)C. (3) Reactant: [C:1]([NH:4][CH2:5][CH:6]1[O:10][C:9](=[O:11])[N:8]([C:12]2[CH:20]=[CH:19][C:15]([C:16]([OH:18])=O)=[C:14]([F:21])[CH:13]=2)[CH2:7]1)(=[O:3])[CH3:2].CCN(C(C)C)C(C)C.CCN=C=NCCCN(C)C.Cl.C1C=CC2N(O)N=NC=2C=1.O[NH:54][C:55](=[NH:62])[CH2:56][N:57]1[CH:61]=[N:60][CH:59]=[N:58]1. Product: [F:21][C:14]1[CH:13]=[C:12]([N:8]2[CH2:7][C@H:6]([CH2:5][NH:4][C:1](=[O:3])[CH3:2])[O:10][C:9]2=[O:11])[CH:20]=[CH:19][C:15]=1[C:16]1[O:18][N:62]=[C:55]([CH2:56][N:57]2[CH:61]=[N:60][CH:59]=[N:58]2)[N:54]=1. The catalyst class is: 1. (4) Reactant: [Br:1][C:2]1[CH:7]=[CH:6][N:5]=[C:4]([NH:8][C:9](=[O:15])[O:10][C:11]([CH3:14])([CH3:13])[CH3:12])[CH:3]=1.[H-].[Na+].I[CH3:19]. Product: [Br:1][C:2]1[CH:7]=[CH:6][N:5]=[C:4]([N:8]([CH3:19])[C:9](=[O:15])[O:10][C:11]([CH3:12])([CH3:14])[CH3:13])[CH:3]=1. The catalyst class is: 1. (5) Reactant: [CH3:1][N:2]([CH:9]1[CH2:14][CH2:13][N:12](C(OC(C)(C)C)=O)[CH2:11][CH2:10]1)[S:3]([CH:6]1[CH2:8][CH2:7]1)(=[O:5])=[O:4].FC(F)(F)C(O)=O. Product: [CH3:1][N:2]([CH:9]1[CH2:14][CH2:13][NH:12][CH2:11][CH2:10]1)[S:3]([CH:6]1[CH2:7][CH2:8]1)(=[O:5])=[O:4]. The catalyst class is: 4. (6) Reactant: N[C:2]1[C:7]([Br:8])=[CH:6][C:5]([N+:9]([O-:11])=[O:10])=[CH:4][C:3]=1[OH:12].OS(O)(=O)=O.N([O-])=O.[Na+]. Product: [Br:8][C:7]1[CH:2]=[C:3]([OH:12])[CH:4]=[C:5]([N+:9]([O-:11])=[O:10])[CH:6]=1. The catalyst class is: 88.